From a dataset of Forward reaction prediction with 1.9M reactions from USPTO patents (1976-2016). Predict the product of the given reaction. Given the reactants [NH2:1][C:2]1[N:3]=[C:4]([Cl:31])[C:5]2[C:11](=[O:12])[CH:10]([CH:13]([CH:15]3[CH2:19][CH2:18][CH2:17][CH2:16]3)O)[CH2:9][N:8]([CH2:20][C:21]3[C:26]([CH3:27])=[C:25]([O:28][CH3:29])[C:24]([CH3:30])=[CH:23][N:22]=3)[C:6]=2[N:7]=1.[OH-].[NH4+].C(OCC)(=O)C.[OH-].[Na+], predict the reaction product. The product is: [NH2:1][C:2]1[N:3]=[C:4]([Cl:31])[C:5]2[C:11](=[O:12])/[C:10](=[CH:13]/[CH:15]3[CH2:19][CH2:18][CH2:17][CH2:16]3)/[CH2:9][N:8]([CH2:20][C:21]3[C:26]([CH3:27])=[C:25]([O:28][CH3:29])[C:24]([CH3:30])=[CH:23][N:22]=3)[C:6]=2[N:7]=1.